From a dataset of Catalyst prediction with 721,799 reactions and 888 catalyst types from USPTO. Predict which catalyst facilitates the given reaction. Reactant: [Cl:1][C:2]1[CH:17]=[CH:16][C:5]2[N:6]([CH:12]3[CH2:15][CH2:14][CH2:13]3)[CH:7]=[N:8][S:9](=[O:11])(=[O:10])[C:4]=2[CH:3]=1.[BH4-].[Na+]. The catalyst class is: 32. Product: [Cl:1][C:2]1[CH:17]=[CH:16][C:5]2[N:6]([CH:12]3[CH2:13][CH2:14][CH2:15]3)[CH2:7][NH:8][S:9](=[O:11])(=[O:10])[C:4]=2[CH:3]=1.